From a dataset of Full USPTO retrosynthesis dataset with 1.9M reactions from patents (1976-2016). Predict the reactants needed to synthesize the given product. (1) The reactants are: [NH2:1][C:2]1[N:3]([CH2:16][C:17]([CH3:20])([OH:19])[CH3:18])[C:4]2[C:13]3[CH:12]=[CH:11][CH:10]=[CH:9][C:8]=3[N:7]=[C:6]([NH2:14])[C:5]=2[N:15]=1. Given the product [NH2:1][C:2]1[N:3]([CH2:16][C:17]([CH3:20])([OH:19])[CH3:18])[C:4]2[C:13]3[CH2:12][CH2:11][CH2:10][CH2:9][C:8]=3[N:7]=[C:6]([NH2:14])[C:5]=2[N:15]=1, predict the reactants needed to synthesize it. (2) Given the product [N+:19]([C:22]1[CH:30]=[CH:29][C:25]([CH2:26][NH:5][C:16]([C:14]2[CH:13]=[CH:12][C:11]3[N:10]([CH:9]=[CH:8][N:7]=3)[CH:15]=2)=[O:18])=[CH:24][CH:23]=1)([O-:21])=[O:20], predict the reactants needed to synthesize it. The reactants are: CC(C)CC[NH2:5].[N:7]1[CH:8]=[CH:9][N:10]2[CH:15]=[C:14]([C:16]([OH:18])=O)[CH:13]=[CH:12][C:11]=12.[N+:19]([C:22]1[CH:30]=[CH:29][C:25]([C:26](O)=O)=[CH:24][CH:23]=1)([O-:21])=[O:20].